The task is: Predict which catalyst facilitates the given reaction.. This data is from Catalyst prediction with 721,799 reactions and 888 catalyst types from USPTO. (1) Reactant: [F:1][C:2]1[CH:10]=[CH:9][CH:8]=[C:7]2[C:3]=1[CH:4]=[C:5]([C:11]1[N:16]=[C:15]([C:17]3[C:18]([N:37]([CH3:42])[S:38]([CH3:41])(=[O:40])=[O:39])=[CH:19][C:20]4[O:24][C:23]([C:25]5[CH:30]=[CH:29][C:28]([F:31])=[CH:27][CH:26]=5)=[C:22]([C:32]([NH:34][CH3:35])=[O:33])[C:21]=4[CH:36]=3)[CH:14]=[N:13][CH:12]=1)[NH:6]2. Product: [F:1][C:2]1[CH:10]=[CH:9][CH:8]=[C:7]2[C:3]=1[CH:4]=[C:5]([CH:11]1[NH:16][CH:15]([C:17]3[C:18]([N:37]([CH3:42])[S:38]([CH3:41])(=[O:40])=[O:39])=[CH:19][C:20]4[O:24][C:23]([C:25]5[CH:30]=[CH:29][C:28]([F:31])=[CH:27][CH:26]=5)=[C:22]([C:32]([NH:34][CH3:35])=[O:33])[C:21]=4[CH:36]=3)[CH2:14][NH:13][CH2:12]1)[NH:6]2. The catalyst class is: 209. (2) Reactant: [Cl:1][C:2]1[CH:7]=[CH:6][C:5]([S:8]([C:11]2([C:29]3[CH:34]=[C:33]([F:35])[CH:32]=[CH:31][C:30]=3[F:36])[CH2:16][CH2:15][CH:14]([CH2:17][S:18]([N:21]3[CH2:24][CH:23]([O:25]C(=O)C)[CH2:22]3)(=[O:20])=[O:19])[CH2:13][CH2:12]2)(=[O:10])=[O:9])=[CH:4][CH:3]=1.[OH-].[Li+]. Product: [Cl:1][C:2]1[CH:7]=[CH:6][C:5]([S:8]([C:11]2([C:29]3[CH:34]=[C:33]([F:35])[CH:32]=[CH:31][C:30]=3[F:36])[CH2:12][CH2:13][CH:14]([CH2:17][S:18]([N:21]3[CH2:24][CH:23]([OH:25])[CH2:22]3)(=[O:19])=[O:20])[CH2:15][CH2:16]2)(=[O:10])=[O:9])=[CH:4][CH:3]=1. The catalyst class is: 30. (3) Reactant: [Cl:1][C:2]1[CH:10]=[C:6]([C:7]([OH:9])=[O:8])[C:5]([OH:11])=[CH:4][CH:3]=1.Cl.CN(C)[CH2:15][CH2:16]CN=C=N.O.ON1C2C=CC=CC=2N=N1.C(O)C. Product: [Cl:1][C:2]1[CH:10]=[C:6]([C:7]([O:9][CH2:15][CH3:16])=[O:8])[C:5]([OH:11])=[CH:4][CH:3]=1. The catalyst class is: 35. (4) Reactant: F[C:2](F)(F)C(O)=O.N[C:9]1([C:15]2[N:20]=[C:19]([C:21]([NH:23][CH2:24][C:25]3[CH:30]=[CH:29][C:28]([F:31])=[CH:27][C:26]=3[S:32]([CH3:35])(=[O:34])=[O:33])=[O:22])[C:18]([OH:36])=[C:17]([OH:37])[N:16]=2)[CH2:14][CH2:13][O:12][CH2:11][CH2:10]1.C(N(CC)CC)C.C([O-])(=O)C.[Na+].C=O.[C:52]([BH3-])#[N:53].[Na+].FC(F)(F)C(O)=O. Product: [CH3:2][N:53]([CH3:52])[C:9]1([C:15]2[N:20]=[C:19]([C:21]([NH:23][CH2:24][C:25]3[CH:30]=[CH:29][C:28]([F:31])=[CH:27][C:26]=3[S:32]([CH3:35])(=[O:34])=[O:33])=[O:22])[C:18]([OH:36])=[C:17]([OH:37])[N:16]=2)[CH2:14][CH2:13][O:12][CH2:11][CH2:10]1. The catalyst class is: 5. (5) Reactant: [O:1]1[CH:5]=[CH:4][CH:3]=[C:2]1[CH2:6][NH:7][S:8]([C:11]1[CH:12]=[C:13]2[C:17](=[CH:18][CH:19]=1)[NH:16][C:15](=[O:20])[C:14]2=O)(=[O:10])=[O:9].[N+:22]([C:25]1[CH:30]=[CH:29][CH:28]=[CH:27][C:26]=1[NH:31][NH2:32])([O-:24])=[O:23]. Product: [O:1]1[CH:5]=[CH:4][CH:3]=[C:2]1[CH2:6][NH:7][S:8]([C:11]1[CH:12]=[C:13]2[C:17](=[CH:18][CH:19]=1)[NH:16][C:15](=[O:20])[C:14]2=[N:32][NH:31][C:26]1[CH:27]=[CH:28][CH:29]=[CH:30][C:25]=1[N+:22]([O-:24])=[O:23])(=[O:10])=[O:9]. The catalyst class is: 502. (6) Reactant: [CH2:1]([O:3][C:4](=[O:29])[NH:5][C:6]1[CH:11]=[CH:10][CH:9]=[C:8]([CH2:12][N:13]2[C:18](=[O:19])[CH:17]=[CH:16][C:15]([C:20]3[CH:25]=[CH:24][CH:23]=[C:22]([N+:26]([O-])=O)[CH:21]=3)=[N:14]2)[CH:7]=1)[CH3:2]. Product: [CH2:1]([O:3][C:4](=[O:29])[NH:5][C:6]1[CH:11]=[CH:10][CH:9]=[C:8]([CH2:12][N:13]2[C:18](=[O:19])[CH:17]=[CH:16][C:15]([C:20]3[CH:25]=[CH:24][CH:23]=[C:22]([NH2:26])[CH:21]=3)=[N:14]2)[CH:7]=1)[CH3:2]. The catalyst class is: 446. (7) Reactant: Br[CH2:2][C:3]([C:5]1[CH:10]=[CH:9][C:8]([C:11](=O)[CH2:12]Br)=[CH:7][CH:6]=1)=O.[NH2:15][C:16]([NH2:18])=[S:17]. The catalyst class is: 8. Product: [C:8]1([C:11]2[N:15]=[C:16]([NH2:18])[S:17][CH:12]=2)[CH:9]=[CH:10][C:5]([C:3]2[N:15]=[C:16]([NH2:18])[S:17][CH:2]=2)=[CH:6][CH:7]=1. (8) Reactant: [CH3:1][C:2]1[N:7]=[C:6]([C:8]2[NH:12][C:11]([CH2:13][C:14]3[CH:15]=[C:16]([CH:20]=[CH:21][CH:22]=3)[C:17]([NH2:19])=[O:18])=[N:10][C:9]=2[C:23]2[CH:24]=[C:25]3[C:30](=[CH:31][CH:32]=2)[N:29]=[CH:28][CH:27]=[CH:26]3)[CH:5]=[CH:4][CH:3]=1.[OH:33][P:34]([OH:37])([OH:36])=[O:35]. Product: [P:34]([OH:37])([OH:36])([OH:35])=[O:33].[CH3:1][C:2]1[N:7]=[C:6]([C:8]2[NH:12][C:11]([CH2:13][C:14]3[CH:15]=[C:16]([CH:20]=[CH:21][CH:22]=3)[C:17]([NH2:19])=[O:18])=[N:10][C:9]=2[C:23]2[CH:24]=[C:25]3[C:30](=[CH:31][CH:32]=2)[N:29]=[CH:28][CH:27]=[CH:26]3)[CH:5]=[CH:4][CH:3]=1. The catalyst class is: 271. (9) Reactant: [NH2:1][C:2]1[CH:7]=[C:6]([Cl:8])[CH:5]=[CH:4][N:3]=1.C(N([CH2:14][CH3:15])CC)C.Cl[C:17]([O:19][C:20]1[CH:25]=[CH:24][CH:23]=[CH:22][CH:21]=1)=[O:18]. Product: [C:20]1([O:19][C:17](=[O:18])[N:1]([C:2]2[CH:7]=[C:6]([Cl:8])[CH:5]=[CH:4][N:3]=2)[C:17]([O:19][C:15]2[CH:14]=[CH:22][CH:21]=[CH:20][CH:25]=2)=[O:18])[CH:25]=[CH:24][CH:23]=[CH:22][CH:21]=1. The catalyst class is: 7.